This data is from Forward reaction prediction with 1.9M reactions from USPTO patents (1976-2016). The task is: Predict the product of the given reaction. Given the reactants [C:1]([C:3]1[CH:4]=[CH:5][C:6]([O:26][CH3:27])=[C:7]([C:9]2[C:13]([NH:14][C:15]([C:17]3[CH:18]=[N:19][N:20]4[CH:25]=[CH:24][CH:23]=[N:22][C:21]=34)=[O:16])=[CH:12][NH:11][N:10]=2)[CH:8]=1)#[N:2].Cl[CH2:29][C:30]1[N:31]([CH3:35])[CH:32]=[CH:33][N:34]=1.C(=O)([O-])[O-].[Cs+].[Cs+], predict the reaction product. The product is: [C:1]([C:3]1[CH:4]=[CH:5][C:6]([O:26][CH3:27])=[C:7]([C:9]2[C:13]([NH:14][C:15]([C:17]3[CH:18]=[N:19][N:20]4[CH:25]=[CH:24][CH:23]=[N:22][C:21]=34)=[O:16])=[CH:12][N:11]([CH2:29][C:30]3[N:31]([CH3:35])[CH:32]=[CH:33][N:34]=3)[N:10]=2)[CH:8]=1)#[N:2].